Dataset: Forward reaction prediction with 1.9M reactions from USPTO patents (1976-2016). Task: Predict the product of the given reaction. The product is: [F:41][C:42]1[CH:47]=[CH:46][CH:45]=[CH:44][C:43]=1[C@H:48]([O:50][C:22](=[O:31])[NH:19][C:12]1[C:8]([C:5]2[CH:4]=[CH:3][C:2]([Br:1])=[CH:7][CH:6]=2)=[N:9][O:10][C:11]=1[CH3:16])[CH3:49]. Given the reactants [Br:1][C:2]1[CH:7]=[CH:6][C:5]([C:8]2[C:12](C(O)=O)=[C:11]([CH3:16])[O:10][N:9]=2)=[CH:4][CH:3]=1.C([N:19]([CH2:22]C)CC)C.C1(P(N=[N+]=[N-])(C2C=CC=CC=2)=[O:31])C=CC=CC=1.[F:41][C:42]1[CH:47]=[CH:46][CH:45]=[CH:44][C:43]=1[C@H:48]([OH:50])[CH3:49], predict the reaction product.